From a dataset of Reaction yield outcomes from USPTO patents with 853,638 reactions. Predict the reaction yield, written as a fraction of the theoretical maximum amount of product (1.0 means a 100% yield; for example, 0.34 means a 34% yield). (1) The reactants are [CH2:1]([C@H:8]1[CH2:13][N:12]([C:14]2[CH:19]=[CH:18][C:17]([O:20][CH3:21])=[C:16]([O:22][CH:23]3[CH2:27][CH2:26][CH2:25][CH2:24]3)[CH:15]=2)[CH2:11][CH2:10][N:9]1[CH2:28][C:29]([NH:31][O:32]CC1C=CC=CC=1)=[O:30])[C:2]1[CH:7]=[CH:6][CH:5]=[CH:4][CH:3]=1. The catalyst is CO. The product is [CH2:1]([C@H:8]1[CH2:13][N:12]([C:14]2[CH:19]=[CH:18][C:17]([O:20][CH3:21])=[C:16]([O:22][CH:23]3[CH2:27][CH2:26][CH2:25][CH2:24]3)[CH:15]=2)[CH2:11][CH2:10][N:9]1[CH2:28][C:29]([NH:31][OH:32])=[O:30])[C:2]1[CH:7]=[CH:6][CH:5]=[CH:4][CH:3]=1. The yield is 0.560. (2) The reactants are [NH:1]1[C:9]2[C:4](=[CH:5][CH:6]=[CH:7][N:8]=2)[CH:3]=[CH:2]1.[Al+3].[Cl-].[Cl-].[Cl-].[CH:14]([C:16]1[CH:17]=[C:18]([CH:22]=[CH:23][CH:24]=1)[C:19](Cl)=[O:20])=[O:15].CO. The catalyst is C(Cl)Cl. The product is [NH:1]1[C:9]2=[N:8][CH:7]=[CH:6][CH:5]=[C:4]2[C:3]([C:14]([C:16]2[CH:17]=[C:18]([CH:22]=[CH:23][CH:24]=2)[CH:19]=[O:20])=[O:15])=[CH:2]1. The yield is 0.110. (3) The reactants are [CH3:1][O:2][C:3](=[O:12])[C:4]1[CH:9]=[C:8]([Br:10])[CH:7]=[CH:6][C:5]=1[CH3:11].[Br:13]N1C(=O)CCC1=O.C(OOC(=O)C1C=CC=CC=1)(=O)C1C=CC=CC=1. The catalyst is C(Cl)(Cl)(Cl)Cl. The product is [CH3:1][O:2][C:3](=[O:12])[C:4]1[CH:9]=[C:8]([Br:10])[CH:7]=[CH:6][C:5]=1[CH2:11][Br:13]. The yield is 0.460.